Dataset: HIV replication inhibition screening data with 41,000+ compounds from the AIDS Antiviral Screen. Task: Binary Classification. Given a drug SMILES string, predict its activity (active/inactive) in a high-throughput screening assay against a specified biological target. (1) The compound is O=C(O)CCCNS(=O)(=O)c1ccccc1. The result is 0 (inactive). (2) The molecule is CC(=O)OC1(C)CC(O)C2(O)C=COC(OC3OC(CO)C(O)C(O)C3O)C12. The result is 0 (inactive). (3) The compound is Cc1cc2occ(S(=O)(=O)NC(=O)Nc3ccc(Cl)cc3)c(=O)c2c(=O)o1. The result is 0 (inactive). (4) The compound is C=CCCCCOC1C=CC(OC(C)=O)C(COC(C)=O)O1. The result is 0 (inactive). (5) The compound is COc1ccccc1C=C1N=C(C)OC1=O. The result is 0 (inactive). (6) The drug is COc1cc(-c2cc(=O)c3c(O)c(OC)c(OC)c(OC)c3o2)cc(OC)c1OC. The result is 0 (inactive).